From a dataset of HIV replication inhibition screening data with 41,000+ compounds from the AIDS Antiviral Screen. Binary Classification. Given a drug SMILES string, predict its activity (active/inactive) in a high-throughput screening assay against a specified biological target. (1) The drug is CC(=O)OC1CCC2(C)C(=CCC3C4Cc5cnn(-c6ccc(F)cc6)c5NC4(C)CCC32)C1. The result is 0 (inactive). (2) The molecule is O=[N+]([O-])c1ccc(CS(=O)(=O)c2ccccc2)cc1. The result is 0 (inactive). (3) The drug is COC(=O)C(C(=O)C(=O)Nc1cccc(C)c1)c1[nH]c(=N)s[s+]1. The result is 0 (inactive). (4) The drug is CCOC(=O)C(C#N)=CN(CC)N=Cc1ccccc1. The result is 0 (inactive). (5) The molecule is COCC1=C(O)C=C2Oc3c(C(C)=O)c(O)c(C)c(O)c3C2(C)C1=O. The result is 0 (inactive). (6) The compound is Cc1occc1C(=S)Nc1ccc(Cl)c(C(=O)OCC2CC2)c1. The result is 1 (active). (7) The compound is CC1OC(OC2CCC3(C=O)C4CCC5(C)C(c6ccc(=O)oc6)CCC5(O)C4CCC3(O)C2)C(O)C(O)C1OC1OC(CO)C(O)C(O)C1O. The result is 0 (inactive). (8) The molecule is O=P(c1ccccc1)(c1ccccc1)N1N=NNC1=Cc1ccccc1. The result is 0 (inactive).